Regression/Classification. Given a drug SMILES string, predict its absorption, distribution, metabolism, or excretion properties. Task type varies by dataset: regression for continuous measurements (e.g., permeability, clearance, half-life) or binary classification for categorical outcomes (e.g., BBB penetration, CYP inhibition). Dataset: pampa_ncats. From a dataset of PAMPA (Parallel Artificial Membrane Permeability Assay) permeability data from NCATS. (1) The drug is CN(C)CC(=O)NC1CCCC2=C1C=NN2C3=C(C=C(C=C3)F)F. The result is 1 (high permeability). (2) The compound is CC1=NOC2=NC=NC(=C12)NCCC3=C(C=C(C=C3)OC)OC. The result is 1 (high permeability).